From a dataset of Reaction yield outcomes from USPTO patents with 853,638 reactions. Predict the reaction yield, written as a fraction of the theoretical maximum amount of product (1.0 means a 100% yield; for example, 0.34 means a 34% yield). (1) The reactants are [Br:1][C:2]1[CH:7]=[C:6]([CH:8]=O)[CH:5]=[CH:4][N:3]=1.Cl.[CH:11]1([NH:17][C:18]([CH:20]2[CH2:25][CH2:24][NH:23][CH2:22][CH2:21]2)=[O:19])[CH2:16][CH2:15][CH2:14][CH2:13][CH2:12]1.CCN(C(C)C)C(C)C.C(O[BH-](OC(=O)C)OC(=O)C)(=O)C.[Na+].C([O-])(O)=O.[Na+]. The catalyst is C(Cl)Cl. The product is [CH:11]1([NH:17][C:18]([CH:20]2[CH2:21][CH2:22][N:23]([CH2:8][C:6]3[CH:5]=[CH:4][N:3]=[C:2]([Br:1])[CH:7]=3)[CH2:24][CH2:25]2)=[O:19])[CH2:12][CH2:13][CH2:14][CH2:15][CH2:16]1. The yield is 0.580. (2) The reactants are [CH3:1][O:2][C:3]1[CH:4]=[CH:5][C:6]2[C:10]([O:11][C:12]3[CH:17]=[CH:16][C:15](/[CH:18]=[CH:19]/[C:20]([O:22][CH3:23])=[O:21])=[CH:14][CH:13]=3)=[CH:9][S:8][C:7]=2[CH:24]=1.[Br:25]N1C(=O)CCC1=O. The catalyst is C1COCC1. The product is [Br:25][C:9]1[S:8][C:7]2[CH:24]=[C:3]([O:2][CH3:1])[CH:4]=[CH:5][C:6]=2[C:10]=1[O:11][C:12]1[CH:17]=[CH:16][C:15](/[CH:18]=[CH:19]/[C:20]([O:22][CH3:23])=[O:21])=[CH:14][CH:13]=1. The yield is 0.930. (3) The reactants are [Cl:1][C:2]1[CH:7]=[CH:6][C:5]([CH:8]([N:37]2[CH2:40][CH:39]([N:41]([CH3:43])[CH3:42])[CH2:38]2)[C:9]2[CH:10]=[C:11]([C:27]3[CH:32]=[CH:31][N:30]=[C:29]([NH:33][C:34](=[O:36])[CH3:35])[CH:28]=3)[S:12][C:13]=2[C:14]2[N:18]=[CH:17][N:16](COCC[Si](C)(C)C)[N:15]=2)=[CH:4][CH:3]=1.FC(F)(F)C(O)=O. The catalyst is ClCCl. The product is [Cl:1][C:2]1[CH:3]=[CH:4][C:5]([CH:8]([N:37]2[CH2:38][CH:39]([N:41]([CH3:42])[CH3:43])[CH2:40]2)[C:9]2[CH:10]=[C:11]([C:27]3[CH:32]=[CH:31][N:30]=[C:29]([NH:33][C:34](=[O:36])[CH3:35])[CH:28]=3)[S:12][C:13]=2[C:14]2[NH:18][CH:17]=[N:16][N:15]=2)=[CH:6][CH:7]=1. The yield is 0.716. (4) The reactants are [CH3:1][O:2][C:3](=[O:25])[CH2:4][N:5]1[C:13]2[C:8](=[CH:9][CH:10]=[CH:11][CH:12]=2)[C:7]([C:16]2[CH:21]=[CH:20][C:19]([Cl:22])=[CH:18][C:17]=2O)([CH2:14][OH:15])[C:6]1=[O:24].ClC1C=CC(Cl)=C2C=1C(C1C(O)=CC3OCOC=3C=1)(CO)C(=O)N2CCCCC. No catalyst specified. The product is [CH3:1][O:2][C:3](=[O:25])[CH2:4][N:5]1[C:13]2[C:8](=[CH:9][CH:10]=[CH:11][CH:12]=2)[C:7]2([C:16]3[CH:17]=[CH:18][C:19]([Cl:22])=[CH:20][C:21]=3[O:15][CH2:14]2)[C:6]1=[O:24]. The yield is 0.740.